This data is from Forward reaction prediction with 1.9M reactions from USPTO patents (1976-2016). The task is: Predict the product of the given reaction. (1) The product is: [Br:21][C:10]1[C:11]([NH2:20])=[N:12][C:13]([C:14]2[CH:15]=[N:16][CH:17]=[CH:18][CH:19]=2)=[C:8]([C:7]2[CH:6]=[CH:5][N:4]=[CH:3][C:2]=2[F:1])[N:9]=1. Given the reactants [F:1][C:2]1[CH:3]=[N:4][CH:5]=[CH:6][C:7]=1[C:8]1[N:9]=[CH:10][C:11]([NH2:20])=[N:12][C:13]=1[C:14]1[CH:15]=[N:16][CH:17]=[CH:18][CH:19]=1.[Br:21]N1C(=O)CCC1=O, predict the reaction product. (2) Given the reactants [F:1][C:2]([F:21])([C:17]([F:20])([F:19])[F:18])[CH2:3][CH2:4][C:5]1[N:6]=[C:7]([C:14]([NH2:16])=O)[N:8]2[CH:13]=[CH:12][CH:11]=[N:10][C:9]=12.P(Cl)(Cl)(Cl)=O, predict the reaction product. The product is: [F:21][C:2]([F:1])([C:17]([F:19])([F:18])[F:20])[CH2:3][CH2:4][C:5]1[N:6]=[C:7]([C:14]#[N:16])[N:8]2[CH:13]=[CH:12][CH:11]=[N:10][C:9]=12.